From a dataset of Forward reaction prediction with 1.9M reactions from USPTO patents (1976-2016). Predict the product of the given reaction. (1) Given the reactants [C:1]([O:5][C:6]([N:8]1[CH2:13][CH2:12][N:11]([C:14]2[C:19]([N+:20]([O-])=O)=[C:18]([NH:23][CH2:24][CH2:25][C:26]#[N:27])[N:17]=[CH:16][N:15]=2)[CH2:10][CH2:9]1)=[O:7])([CH3:4])([CH3:3])[CH3:2].[O:28]1CCC[CH2:29]1, predict the reaction product. The product is: [C:1]([O:5][C:6]([N:8]1[CH2:13][CH2:12][N:11]([C:14]2[N:15]=[CH:16][N:17]=[C:18]3[C:19]=2[NH:20][C:29](=[O:28])[N:23]3[CH2:24][CH2:25][C:26]#[N:27])[CH2:10][CH2:9]1)=[O:7])([CH3:4])([CH3:3])[CH3:2]. (2) The product is: [F:19][C:20]([F:27])([F:26])[C:21]([F:25])=[C:22]([F:24])[F:23].[F:28][C:29]([F:33])=[C:30]([F:32])[F:31]. Given the reactants S(OOS([O-])(=O)=O)([O-])(=O)=O.[NH4+].[NH4+].[OH-].[NH4+].C(F)(F)=C.[F:19][C:20]([F:27])([F:26])[C:21]([F:25])=[C:22]([F:24])[F:23].[F:28][C:29]([F:33])=[C:30]([F:32])[F:31], predict the reaction product. (3) The product is: [CH3:25][N:17]([C:18]1[S:19][CH:20]=[CH:21][N:22]=1)[C:2](=[O:1])[CH2:3][N:4]1[CH2:9][CH2:8][N:7]([C:10]([O:12][C:13]([CH3:16])([CH3:14])[CH3:15])=[O:11])[CH2:6][CH2:5]1. Given the reactants [O:1]=[C:2]([NH:17][C:18]1[S:19][CH:20]=[CH:21][N:22]=1)[CH2:3][N:4]1[CH2:9][CH2:8][N:7]([C:10]([O:12][C:13]([CH3:16])([CH3:15])[CH3:14])=[O:11])[CH2:6][CH2:5]1.[H-].[Na+].[CH3:25]I, predict the reaction product. (4) Given the reactants [OH-].[Na+].[CH:3]1([NH:6][C:7](=[O:46])[C:8]2[CH:13]=[C:12]([C:14]3[CH:15]=[C:16]4[C:21](=[CH:22][CH:23]=3)[C:20](=[O:24])[N:19]([CH2:25][C:26]([CH3:30])([CH3:29])[CH2:27][OH:28])[CH:18]=[C:17]4[S:31]([N:34]3[CH2:39][CH2:38][N:37]4C(=O)[O:41][CH2:42][C@H:36]4[CH2:35]3)(=[O:33])=[O:32])[C:11]([CH3:44])=[C:10]([F:45])[CH:9]=2)[CH2:5][CH2:4]1.C(O)(=O)C, predict the reaction product. The product is: [CH:3]1([NH:6][C:7](=[O:46])[C:8]2[CH:13]=[C:12]([C:14]3[CH:15]=[C:16]4[C:21](=[CH:22][CH:23]=3)[C:20](=[O:24])[N:19]([CH2:25][C:26]([CH3:30])([CH3:29])[CH2:27][OH:28])[CH:18]=[C:17]4[S:31]([N:34]3[CH2:39][CH2:38][NH:37][C@@H:36]([CH2:42][OH:41])[CH2:35]3)(=[O:33])=[O:32])[C:11]([CH3:44])=[C:10]([F:45])[CH:9]=2)[CH2:4][CH2:5]1. (5) Given the reactants [NH2:1][C:2]1[C:3]([F:29])=[C:4]([C:9]([C:11]2[C:19]3[C:14](=[N:15][CH:16]=[C:17](B4OC(C)(C)C(C)(C)O4)[CH:18]=3)[NH:13][CH:12]=2)=[O:10])[C:5]([F:8])=[CH:6][CH:7]=1.Br[C:31]1[CH:32]=[N:33][C:34]([CH3:37])=[N:35][CH:36]=1.C(=O)([O-])[O-].[K+].[K+], predict the reaction product. The product is: [NH2:1][C:2]1[C:3]([F:29])=[C:4]([C:9]([C:11]2[C:19]3[C:14](=[N:15][CH:16]=[C:17]([C:31]4[CH:32]=[N:33][C:34]([CH3:37])=[N:35][CH:36]=4)[CH:18]=3)[NH:13][CH:12]=2)=[O:10])[C:5]([F:8])=[CH:6][CH:7]=1. (6) Given the reactants [S:1]1[CH:5]=[CH:4][CH:3]=[CH:2]1.[Li]CCCC.[CH2:11]([Sn:15](Cl)([CH2:20][CH2:21][CH2:22][CH3:23])[CH2:16][CH2:17][CH2:18][CH3:19])[CH2:12][CH2:13][CH3:14].CCCCCC, predict the reaction product. The product is: [CH2:20]([Sn:15]([CH2:11][CH2:12][CH2:13][CH3:14])([CH2:16][CH2:17][CH2:18][CH3:19])[C:2]1[S:1][CH:5]=[CH:4][CH:3]=1)[CH2:21][CH2:22][CH3:23]. (7) Given the reactants [N:1]1([CH2:6][CH2:7][O:8][C:9]2[CH:14]=[CH:13][C:12]([NH:15][C:16]3[N:32]=[C:19]4[CH:20]=[CH:21][CH:22]=[C:23]([C:24]5[CH:25]=[N:26][N:27]([CH2:29][CH2:30][OH:31])[CH:28]=5)[N:18]4[N:17]=3)=[CH:11][CH:10]=2)[CH2:5][CH2:4][CH2:3][CH2:2]1.C(N(CC)CC)C.[CH3:40][S:41](Cl)(=[O:43])=[O:42], predict the reaction product. The product is: [N:1]1([CH2:6][CH2:7][O:8][C:9]2[CH:10]=[CH:11][C:12]([NH:15][C:16]3[N:32]=[C:19]4[CH:20]=[CH:21][CH:22]=[C:23]([C:24]5[CH:25]=[N:26][N:27]([CH2:29][CH2:30][O:31][S:41]([CH3:40])(=[O:43])=[O:42])[CH:28]=5)[N:18]4[N:17]=3)=[CH:13][CH:14]=2)[CH2:2][CH2:3][CH2:4][CH2:5]1.